From a dataset of Catalyst prediction with 721,799 reactions and 888 catalyst types from USPTO. Predict which catalyst facilitates the given reaction. (1) Reactant: [CH2:1]([N:3]1[C:12](=[O:13])[C:11]2[C:6](=[CH:7][CH:8]=[C:9]([N+:14]([O-:16])=[O:15])[CH:10]=2)[NH:5][C:4]1=[O:17])[CH3:2].[H-].[Na+].Br[CH2:21][CH2:22][O:23][CH3:24]. Product: [CH2:1]([N:3]1[C:12](=[O:13])[C:11]2[C:6](=[CH:7][CH:8]=[C:9]([N+:14]([O-:16])=[O:15])[CH:10]=2)[N:5]([CH2:21][CH2:22][O:23][CH3:24])[C:4]1=[O:17])[CH3:2]. The catalyst class is: 3. (2) Reactant: Cl[C:2]1[C:7]([C:8]([F:11])([F:10])[F:9])=[CH:6][N:5]=[C:4]([NH:12][C:13]2[CH:14]=[CH:15][C:16]([CH:19]3[CH2:24][CH2:23][N:22]([C:25]([O:27][C:28]([CH3:31])([CH3:30])[CH3:29])=[O:26])[CH2:21][CH2:20]3)=[N:17][CH:18]=2)[N:3]=1.C1C=CC(P(C2C=CC=CC=2)C2C=CC=CC=2)=CC=1.[C:51]([C:53]1[CH:58]=[CH:57][CH:56]=[CH:55][C:54]=1[C:59]1([C:62]([O:64][CH3:65])=[O:63])[CH2:61][CH2:60]1)#[CH:52]. Product: [CH3:65][O:64][C:62]([C:59]1([C:54]2[CH:55]=[CH:56][CH:57]=[CH:58][C:53]=2[C:51]#[C:52][C:2]2[C:7]([C:8]([F:11])([F:10])[F:9])=[CH:6][N:5]=[C:4]([NH:12][C:13]3[CH:14]=[CH:15][C:16]([CH:19]4[CH2:24][CH2:23][N:22]([C:25]([O:27][C:28]([CH3:31])([CH3:30])[CH3:29])=[O:26])[CH2:21][CH2:20]4)=[N:17][CH:18]=3)[N:3]=2)[CH2:61][CH2:60]1)=[O:63]. The catalyst class is: 538. (3) Reactant: [N+:1]([C:4]1[CH:9]=[CH:8][C:7]([C:10]2[CH:11]=[C:12]3[C:17](=[CH:18][CH:19]=2)[CH:16]=[C:15]([OH:20])[CH:14]=[CH:13]3)=[CH:6][CH:5]=1)([O-:3])=[O:2].Cl[CH2:22][CH2:23][O:24][CH2:25][CH2:26][O:27][CH2:28][CH2:29][OH:30].C(=O)([O-])[O-].[K+].[K+].CN(C=O)C. Product: [N+:1]([C:4]1[CH:9]=[CH:8][C:7]([C:10]2[CH:11]=[C:12]3[C:17](=[CH:18][CH:19]=2)[CH:16]=[C:15]([O:20][CH2:22][CH2:23][O:24][CH2:25][CH2:26][O:27][CH2:28][CH2:29][OH:30])[CH:14]=[CH:13]3)=[CH:6][CH:5]=1)([O-:3])=[O:2]. The catalyst class is: 84. (4) Product: [Cl:1][C:2]1[CH:7]=[CH:6][C:5]([C:8]2[C:9]([C:14]([OH:16])=[O:15])=[N:10][CH:11]=[CH:12][CH:13]=2)=[CH:4][C:3]=1[C:18]([NH:20][CH2:21][CH2:22][CH:23]1[CH2:28][CH2:27][CH2:26][CH2:25][CH2:24]1)=[O:19]. Reactant: [Cl:1][C:2]1[CH:7]=[CH:6][C:5]([C:8]2[C:9]([C:14]([O:16]C)=[O:15])=[N:10][CH:11]=[CH:12][CH:13]=2)=[CH:4][C:3]=1[C:18]([NH:20][CH2:21][CH2:22][CH:23]1[CH2:28][CH2:27][CH2:26][CH2:25][CH2:24]1)=[O:19].[OH-].[K+].O.CO. The catalyst class is: 7. (5) Reactant: [CH2:1]([O:3][C:4]1[CH:12]=[CH:11][CH:10]=[CH:9][C:5]=1[C:6](Cl)=[O:7])[CH3:2].[NH2:13][C:14]1[CH:15]=[CH:16][C:17]([N+:24]([O-:26])=[O:25])=[C:18]([C:20]([F:23])([F:22])[F:21])[CH:19]=1.C(N(CC)CC)C. Product: [CH2:1]([O:3][C:4]1[CH:12]=[CH:11][CH:10]=[CH:9][C:5]=1[C:6]([NH:13][C:14]1[CH:15]=[CH:16][C:17]([N+:24]([O-:26])=[O:25])=[C:18]([C:20]([F:21])([F:22])[F:23])[CH:19]=1)=[O:7])[CH3:2]. The catalyst class is: 4. (6) Reactant: C(OC([C:6]1[N:7]=[C:8]([NH:11][C:12]2[CH:17]=[CH:16][C:15]([N:18]3[CH:22]=[C:21]([CH3:23])[N:20]=[CH:19]3)=[C:14]([O:24][CH3:25])[CH:13]=2)[S:9][CH:10]=1)=O)C.C[Mg]Br. Product: [CH3:25][O:24][C:14]1[CH:13]=[C:12]([NH:11][C:8]2[S:9][CH:10]=[C:6]([C:14]([OH:24])([CH3:15])[CH3:13])[N:7]=2)[CH:17]=[CH:16][C:15]=1[N:18]1[CH:22]=[C:21]([CH3:23])[N:20]=[CH:19]1. The catalyst class is: 1.